This data is from NCI-60 drug combinations with 297,098 pairs across 59 cell lines. The task is: Regression. Given two drug SMILES strings and cell line genomic features, predict the synergy score measuring deviation from expected non-interaction effect. (1) Drug 1: CC1CCC2CC(C(=CC=CC=CC(CC(C(=O)C(C(C(=CC(C(=O)CC(OC(=O)C3CCCCN3C(=O)C(=O)C1(O2)O)C(C)CC4CCC(C(C4)OC)O)C)C)O)OC)C)C)C)OC. Drug 2: CCC1=C2CN3C(=CC4=C(C3=O)COC(=O)C4(CC)O)C2=NC5=C1C=C(C=C5)O. Cell line: SK-OV-3. Synergy scores: CSS=32.9, Synergy_ZIP=-6.99, Synergy_Bliss=-0.844, Synergy_Loewe=-2.55, Synergy_HSA=1.47. (2) Drug 1: CC12CCC(CC1=CCC3C2CCC4(C3CC=C4C5=CN=CC=C5)C)O. Drug 2: C1=CC(=CC=C1CC(C(=O)O)N)N(CCCl)CCCl.Cl. Cell line: HCC-2998. Synergy scores: CSS=11.1, Synergy_ZIP=-1.09, Synergy_Bliss=3.43, Synergy_Loewe=-0.0878, Synergy_HSA=0.252. (3) Drug 1: CN(C)N=NC1=C(NC=N1)C(=O)N. Drug 2: C1=NNC2=C1C(=O)NC=N2. Cell line: ACHN. Synergy scores: CSS=10.5, Synergy_ZIP=-7.36, Synergy_Bliss=-5.05, Synergy_Loewe=-4.21, Synergy_HSA=-2.77. (4) Drug 1: C1=CC(=CC=C1CC(C(=O)O)N)N(CCCl)CCCl.Cl. Drug 2: CN(C(=O)NC(C=O)C(C(C(CO)O)O)O)N=O. Cell line: HL-60(TB). Synergy scores: CSS=21.6, Synergy_ZIP=-1.52, Synergy_Bliss=-4.31, Synergy_Loewe=-34.0, Synergy_HSA=-4.96. (5) Drug 1: CC1=C2C(C(=O)C3(C(CC4C(C3C(C(C2(C)C)(CC1OC(=O)C(C(C5=CC=CC=C5)NC(=O)OC(C)(C)C)O)O)OC(=O)C6=CC=CC=C6)(CO4)OC(=O)C)OC)C)OC. Drug 2: C1CCC(C1)C(CC#N)N2C=C(C=N2)C3=C4C=CNC4=NC=N3. Cell line: HCT116. Synergy scores: CSS=62.4, Synergy_ZIP=8.54, Synergy_Bliss=7.31, Synergy_Loewe=-29.1, Synergy_HSA=6.83.